Dataset: Forward reaction prediction with 1.9M reactions from USPTO patents (1976-2016). Task: Predict the product of the given reaction. (1) Given the reactants [Cl:1][C:2]1[N:7]=[CH:6][C:5]([NH2:8])=[C:4](I)[CH:3]=1.[C:10]([OH:15])(=[O:14])[C:11]([CH3:13])=O.C1N2CCN(CC2)C1, predict the reaction product. The product is: [Cl:1][C:2]1[CH:3]=[C:4]2[CH:13]=[C:11]([C:10]([OH:15])=[O:14])[NH:8][C:5]2=[CH:6][N:7]=1. (2) The product is: [F:1][C:2]1[C:7]([C:8]([F:9])([F:10])[F:11])=[CH:6][CH:5]=[CH:4][C:3]=1[CH:12]1[CH2:17][CH2:16][N:15]([CH2:27][CH2:26][CH2:25][OH:28])[CH2:14][CH2:13]1. Given the reactants [F:1][C:2]1[C:7]([C:8]([F:11])([F:10])[F:9])=[CH:6][CH:5]=[CH:4][C:3]=1[CH:12]1[CH2:17][CH2:16][NH:15][CH2:14][CH2:13]1.C(=O)([O-])[O-].[K+].[K+].Br[CH:25]([OH:28])[CH2:26][CH3:27].Cl, predict the reaction product. (3) Given the reactants [C:1]([C:3]([C:6]1[CH:7]=[C:8]([CH:35]=[CH:36][CH:37]=1)[C:9]([NH:11][C:12]1[CH:13]=[CH:14][C:15]([CH3:34])=[C:16]([NH:18][C:19]([C:21]2[CH:26]=[C:25]([CH3:27])[N:24]=C(N3CC=CCC3)[N:22]=2)=[O:20])[CH:17]=1)=[O:10])([CH3:5])[CH3:4])#[N:2].[CH3:38][N+:39]1([O-])[CH2:44][CH2:43][O:42][CH2:41][CH2:40]1.C[C:47](C)=[O:48].O, predict the reaction product. The product is: [C:1]([C:3]([C:6]1[CH:7]=[C:8]([CH:35]=[CH:36][CH:37]=1)[C:9]([NH:11][C:12]1[CH:13]=[CH:14][C:15]([CH3:34])=[C:16]([NH:18][C:19]([C:21]2[CH:26]=[C:25]([CH3:27])[N:24]=[C:38]([N:39]3[CH2:40][CH2:41][CH:47]([OH:48])[CH:43]([OH:42])[CH2:44]3)[N:22]=2)=[O:20])[CH:17]=1)=[O:10])([CH3:5])[CH3:4])#[N:2]. (4) Given the reactants [OH:1][C:2]1[C:11]2[C:6](=[CH:7][CH:8]=[C:9]([C:12]([O:14][CH3:15])=[O:13])[CH:10]=2)[N:5]=[CH:4][CH:3]=1.[Cl:16]N1C(=O)CCC1=O.C(O)(=O)C, predict the reaction product. The product is: [Cl:16][C:3]1[CH:4]=[N:5][C:6]2[C:11]([C:2]=1[OH:1])=[CH:10][C:9]([C:12]([O:14][CH3:15])=[O:13])=[CH:8][CH:7]=2. (5) Given the reactants [NH2:1][C:2]1[CH:7]=[CH:6][C:5]([C:8](=[O:29])[CH2:9][N:10]2[C:14](=[O:15])[C:13]([C:22]3[CH:27]=[CH:26][CH:25]=[CH:24][CH:23]=3)([C:16]3[CH:21]=[CH:20][CH:19]=[CH:18][CH:17]=3)[N:12]=[C:11]2[CH3:28])=[CH:4][CH:3]=1.[F:30][C:31]1[CH:36]=[CH:35][CH:34]=[CH:33][C:32]=1[N:37]=[C:38]=[O:39], predict the reaction product. The product is: [F:30][C:31]1[CH:36]=[CH:35][CH:34]=[CH:33][C:32]=1[NH:37][C:38]([NH:1][C:2]1[CH:3]=[CH:4][C:5]([C:8](=[O:29])[CH2:9][N:10]2[C:14](=[O:15])[C:13]([C:22]3[CH:23]=[CH:24][CH:25]=[CH:26][CH:27]=3)([C:16]3[CH:21]=[CH:20][CH:19]=[CH:18][CH:17]=3)[N:12]=[C:11]2[CH3:28])=[CH:6][CH:7]=1)=[O:39]. (6) The product is: [NH2:22][C:13]1[CH:14]=[C:15]2[C:20](=[C:11]([C:1]3[C:10]4[C:5](=[CH:6][CH:7]=[CH:8][CH:9]=4)[CH:4]=[CH:3][CH:2]=3)[CH:12]=1)[NH:19][C:18](=[O:21])[CH:17]=[CH:16]2. Given the reactants [C:1]1([C:11]2[CH:12]=[C:13]([N+:22]([O-])=O)[CH:14]=[C:15]3[C:20]=2[NH:19][C:18](=[O:21])[CH:17]=[CH:16]3)[C:10]2[C:5](=[CH:6][CH:7]=[CH:8][CH:9]=2)[CH:4]=[CH:3][CH:2]=1, predict the reaction product. (7) Given the reactants [OH:1][C:2]1[CH:15]=[CH:14][C:5]([C:6]([C:8]2[CH:13]=[CH:12][CH:11]=[CH:10][CH:9]=2)=[O:7])=[CH:4][CH:3]=1.[OH-].[Na+].O.Cl[CH2:20][CH2:21][OH:22], predict the reaction product. The product is: [C:6]([C:5]1[CH:4]=[CH:3][C:2]([O:1][CH2:20][CH2:21][OH:22])=[CH:15][CH:14]=1)(=[O:7])[C:8]1[CH:13]=[CH:12][CH:11]=[CH:10][CH:9]=1. (8) Given the reactants [CH3:1][O:2][C:3]1[CH:12]=[CH:11][C:10]([NH:13][C:14](=O)[CH3:15])=[CH:9][C:4]=1[C:5]([O:7][CH3:8])=[O:6].O1CCCC1.COC1C=CC(P2(SP(C3C=CC(OC)=CC=3)(=S)S2)=[S:31])=CC=1, predict the reaction product. The product is: [CH3:1][O:2][C:3]1[CH:12]=[CH:11][C:10]([NH:13][C:14](=[S:31])[CH3:15])=[CH:9][C:4]=1[C:5]([O:7][CH3:8])=[O:6].